Dataset: NCI-60 drug combinations with 297,098 pairs across 59 cell lines. Task: Regression. Given two drug SMILES strings and cell line genomic features, predict the synergy score measuring deviation from expected non-interaction effect. (1) Drug 1: COC1=CC(=CC(=C1O)OC)C2C3C(COC3=O)C(C4=CC5=C(C=C24)OCO5)OC6C(C(C7C(O6)COC(O7)C8=CC=CS8)O)O. Drug 2: CC(C)CN1C=NC2=C1C3=CC=CC=C3N=C2N. Cell line: NCI-H322M. Synergy scores: CSS=1.47, Synergy_ZIP=-0.146, Synergy_Bliss=3.22, Synergy_Loewe=-2.66, Synergy_HSA=-0.269. (2) Drug 1: CC(C)(C#N)C1=CC(=CC(=C1)CN2C=NC=N2)C(C)(C)C#N. Drug 2: CC12CCC3C(C1CCC2OP(=O)(O)O)CCC4=C3C=CC(=C4)OC(=O)N(CCCl)CCCl.[Na+]. Cell line: RXF 393. Synergy scores: CSS=0.0410, Synergy_ZIP=1.82, Synergy_Bliss=1.11, Synergy_Loewe=-0.659, Synergy_HSA=-2.36. (3) Drug 1: C1=C(C(=O)NC(=O)N1)N(CCCl)CCCl. Drug 2: C1CN(CCN1C(=O)CCBr)C(=O)CCBr. Cell line: MCF7. Synergy scores: CSS=37.2, Synergy_ZIP=-0.0653, Synergy_Bliss=1.39, Synergy_Loewe=0.122, Synergy_HSA=3.91. (4) Drug 1: CC(C)(C#N)C1=CC(=CC(=C1)CN2C=NC=N2)C(C)(C)C#N. Drug 2: C1CC(=O)NC(=O)C1N2C(=O)C3=CC=CC=C3C2=O. Cell line: COLO 205. Synergy scores: CSS=-4.45, Synergy_ZIP=6.68, Synergy_Bliss=6.51, Synergy_Loewe=-0.983, Synergy_HSA=-1.73. (5) Drug 1: CCC1(CC2CC(C3=C(CCN(C2)C1)C4=CC=CC=C4N3)(C5=C(C=C6C(=C5)C78CCN9C7C(C=CC9)(C(C(C8N6C=O)(C(=O)OC)O)OC(=O)C)CC)OC)C(=O)OC)O.OS(=O)(=O)O. Drug 2: C1CCC(C(C1)N)N.C(=O)(C(=O)[O-])[O-].[Pt+4]. Cell line: SW-620. Synergy scores: CSS=32.9, Synergy_ZIP=-4.93, Synergy_Bliss=-2.05, Synergy_Loewe=-0.119, Synergy_HSA=1.65.